Dataset: Human liver microsome stability data. Task: Regression/Classification. Given a drug SMILES string, predict its absorption, distribution, metabolism, or excretion properties. Task type varies by dataset: regression for continuous measurements (e.g., permeability, clearance, half-life) or binary classification for categorical outcomes (e.g., BBB penetration, CYP inhibition). Dataset: hlm. (1) The compound is Cc1cnc(NC(=O)CCCOc2cccc(Cl)n2)s1. The result is 1 (stable in human liver microsomes). (2) The molecule is CCOc1cc([C@H](c2cc3cc(Br)ccc3cc2OC)[C@@](O)(CCN(C)C)c2cccc3ccoc23)cc(OCC)n1. The result is 0 (unstable in human liver microsomes). (3) The compound is Cc1ccn2c(=O)c3cc(C(=O)N[C@@H](C)c4ccccc4)c(=N)n(Cc4ccccc4)c3nc2c1. The result is 1 (stable in human liver microsomes). (4) The molecule is Cn1c(-c2ccccn2)c(C2CCCC2)c2ccc(C(=O)NC3(C(=O)Nc4ccc(C=CC(=O)O)c(OC5CCC5)c4)CCC3)cc21. The result is 0 (unstable in human liver microsomes). (5) The molecule is CC(C)n1ccnc1N=C(N)Nc1ccc(Cl)c(Cl)c1. The result is 0 (unstable in human liver microsomes). (6) The drug is COc1cc(-c2cn[nH]c2)ccc1NC(=O)C1COc2ccc(F)cc2C1. The result is 1 (stable in human liver microsomes). (7) The molecule is C[C@@H]1CN(c2ccc(F)cc2C(F)(F)F)CCN1S(=O)(=O)c1ccc(C(C)(O)C(F)(F)F)s1. The result is 0 (unstable in human liver microsomes).